Task: Regression/Classification. Given a drug SMILES string, predict its absorption, distribution, metabolism, or excretion properties. Task type varies by dataset: regression for continuous measurements (e.g., permeability, clearance, half-life) or binary classification for categorical outcomes (e.g., BBB penetration, CYP inhibition). For this dataset (clearance_microsome_az), we predict log10(clearance) (log10 of the in vitro intrinsic clearance, CLint, in uL/min per mg of human liver microsomal protein, equivalently mL/min/g; values are censored to the assay range of 3 to 150, which is 0.477 to 2.18 on this log10 scale).. Dataset: Microsomal clearance measurements from AstraZeneca (1) The compound is Cc1cc(N2CCC[C@@H]2C(=O)NCCc2ccc3c(c2)OCO3)nc(-n2ccnc2)n1. The log10(clearance) is 2.18. (2) The molecule is COc1ccc(CC(C)(C)NC[C@H](O)c2cc(O)cc3c2OCC(=O)N3)cc1. The log10(clearance) is 1.15. (3) The log10(clearance) is 0.900. The compound is Cc1ccc(/C(=C\CN2CCCC2)c2ccccn2)cc1. (4) The molecule is CCN(C(=O)Cc1ccc(S(C)(=O)=O)cc1)C1CCN(CC[C@H](c2ccc(S(C)(=O)=O)cc2)c2cccc(F)c2)CC1. The log10(clearance) is 0.480. (5) The molecule is Nc1nc(-c2ccccc2)nn1Cc1ccccc1. The log10(clearance) is 0.950. (6) The molecule is O=C(NC[C@@H](O)CN1CCC(Oc2ccc(Cl)c(Cl)c2)CC1)c1cc(=O)[nH]c2ccccc12. The log10(clearance) is 0.480. (7) The compound is Cc1ccc(C#N)c(S[C@H](CCN)c2ccccc2)n1. The log10(clearance) is 0.480.